This data is from Catalyst prediction with 721,799 reactions and 888 catalyst types from USPTO. The task is: Predict which catalyst facilitates the given reaction. (1) Reactant: C[O:2][C:3](=O)[CH2:4][CH2:5][CH2:6][C:7]([N:9]([CH2:22][CH3:23])[CH2:10][CH2:11][NH:12][C:13](=[O:21])[C:14]1[CH:19]=[CH:18][C:17]([NH2:20])=[CH:16][CH:15]=1)=[O:8].[OH:25][NH2:26].Cl. Product: [OH:25][NH:26][C:3](=[O:2])[CH2:4][CH2:5][CH2:6][C:7]([N:9]([CH2:22][CH3:23])[CH2:10][CH2:11][NH:12][C:13](=[O:21])[C:14]1[CH:19]=[CH:18][C:17]([NH2:20])=[CH:16][CH:15]=1)=[O:8]. The catalyst class is: 5. (2) Reactant: [CH3:1][O:2][C:3]1[CH:8]=[C:7]([CH3:9])[C:6]([S:10]([N:13]([CH2:15][C:16]2[O:20][CH:19]=[C:18]([C:21](O)=[O:22])[CH:17]=2)[CH3:14])(=[O:12])=[O:11])=[C:5]([CH3:24])[CH:4]=1.C1N=CN(C(N2C=NC=C2)=O)C=1.[NH:37]1[CH2:41][CH2:40][N:39]=[C:38]1[C:42]1[CH:47]=[CH:46][C:45]([CH2:48][CH2:49][NH2:50])=[CH:44][CH:43]=1.CCN(C(C)C)C(C)C. Product: [NH:39]1[CH2:40][CH2:41][N:37]=[C:38]1[C:42]1[CH:43]=[CH:44][C:45]([CH2:48][CH2:49][NH:50][C:21]([C:18]2[CH:17]=[C:16]([CH2:15][N:13]([S:10]([C:6]3[C:7]([CH3:9])=[CH:8][C:3]([O:2][CH3:1])=[CH:4][C:5]=3[CH3:24])(=[O:12])=[O:11])[CH3:14])[O:20][CH:19]=2)=[O:22])=[CH:46][CH:47]=1. The catalyst class is: 26. (3) Reactant: CC1C=CC(S(O[CH2:12][C@@H:13]2[O:22][C:21]3[C:16](=[CH:17][CH:18]=[C:19]4[NH:25][C:24]([C:26]([F:29])([F:28])[F:27])=[N:23][C:20]4=3)[O:15][CH2:14]2)(=O)=O)=CC=1.[C:30]1([CH2:36][CH2:37][CH2:38][CH2:39][NH2:40])[CH:35]=[CH:34][CH:33]=[CH:32][CH:31]=1. Product: [C:30]1([CH2:36][CH2:37][CH2:38][CH2:39][NH:40][CH2:12][CH:13]2[O:22][C:21]3[C:16](=[CH:17][CH:18]=[C:19]4[NH:25][C:24]([C:26]([F:28])([F:29])[F:27])=[N:23][C:20]4=3)[O:15][CH2:14]2)[CH:35]=[CH:34][CH:33]=[CH:32][CH:31]=1. The catalyst class is: 148. (4) Reactant: [CH2:1]([N:5]([CH2:29][C:30]1[CH:35]=[CH:34][C:33]([C:36]([F:39])([F:38])[F:37])=[CH:32][CH:31]=1)[C:6](=[O:28])[CH2:7][O:8][C:9]1[CH:14]=[CH:13][C:12]([CH2:15][CH2:16][O:17][C:18]2[CH:27]=[CH:26][CH:25]=[CH:24][C:19]=2[C:20]([O:22]C)=[O:21])=[CH:11][CH:10]=1)[CH:2]([CH3:4])[CH3:3].O.[OH-].[Li+]. Product: [CH2:1]([N:5]([CH2:29][C:30]1[CH:31]=[CH:32][C:33]([C:36]([F:37])([F:38])[F:39])=[CH:34][CH:35]=1)[C:6](=[O:28])[CH2:7][O:8][C:9]1[CH:10]=[CH:11][C:12]([CH2:15][CH2:16][O:17][C:18]2[CH:27]=[CH:26][CH:25]=[CH:24][C:19]=2[C:20]([OH:22])=[O:21])=[CH:13][CH:14]=1)[CH:2]([CH3:4])[CH3:3]. The catalyst class is: 1.